From a dataset of Full USPTO retrosynthesis dataset with 1.9M reactions from patents (1976-2016). Predict the reactants needed to synthesize the given product. (1) Given the product [CH2:1]([C:8]1[CH:16]=[CH:15][C:14]2[C:10](=[CH:11][N:12]([C:17]3[CH:27]=[CH:26][C:20]([CH2:21][OH:22])=[CH:19][C:18]=3[F:28])[N:13]=2)[CH:9]=1)[C:2]1[CH:3]=[CH:4][CH:5]=[CH:6][CH:7]=1, predict the reactants needed to synthesize it. The reactants are: [CH2:1]([C:8]1[CH:16]=[CH:15][C:14]2[C:10](=[CH:11][N:12]([C:17]3[CH:27]=[CH:26][C:20]([C:21](OCC)=[O:22])=[CH:19][C:18]=3[F:28])[N:13]=2)[CH:9]=1)[C:2]1[CH:7]=[CH:6][CH:5]=[CH:4][CH:3]=1.C(C1C=CC2C(=CN(C3C=CC(C(OCC4C=CC=CC=4)=O)=CC=3F)N=2)C=1)C1C=CC=CC=1.CC(C[AlH]CC(C)C)C. (2) Given the product [CH3:1][O:2][C:3]1[C:12]2[C:7](=[CH:8][CH:9]=[CH:10][CH:11]=2)[C:6]([NH:13][S:14]([C:17]2[CH:21]=[CH:20][CH:19]=[CH:29][CH:28]=2)(=[O:15])=[O:16])=[CH:5][C:4]=1[S:22][CH2:23][C:24]([O:26][CH3:27])=[O:25], predict the reactants needed to synthesize it. The reactants are: [CH3:1][O:2][C:3]1[C:12]2[C:7](=[CH:8][CH:9]=[CH:10][CH:11]=2)[C:6]([NH:13][S:14]([C:17]2S[CH:19]=[CH:20][CH:21]=2)(=[O:16])=[O:15])=[CH:5][C:4]=1[S:22][CH2:23][C:24]([O:26][CH3:27])=[O:25].[C:28]1(S(Cl)(=O)=O)C=CC=C[CH:29]=1.